From a dataset of Peptide-MHC class II binding affinity with 134,281 pairs from IEDB. Regression. Given a peptide amino acid sequence and an MHC pseudo amino acid sequence, predict their binding affinity value. This is MHC class II binding data. (1) The peptide sequence is VRKNRWLLLNVTSED. The MHC is HLA-DQA10501-DQB10402 with pseudo-sequence HLA-DQA10501-DQB10402. The binding affinity (normalized) is 0.292. (2) The binding affinity (normalized) is 0.461. The MHC is DRB3_0101 with pseudo-sequence DRB3_0101. The peptide sequence is IPTFLQEALNIALVA. (3) The peptide sequence is NIQIRLPWYSYLYAV. The MHC is DRB1_1101 with pseudo-sequence DRB1_1101. The binding affinity (normalized) is 0.153.